This data is from Forward reaction prediction with 1.9M reactions from USPTO patents (1976-2016). The task is: Predict the product of the given reaction. (1) Given the reactants I[C:2]1[CH:7]=[CH:6][C:5]([C:8]([N:10]2[CH2:15][CH2:14][N:13]([C:16]3[C:21]([CH3:22])=[CH:20][C:19]([CH3:23])=[C:18]([CH3:24])[N:17]=3)[CH2:12][CH2:11]2)=[O:9])=[CH:4][CH:3]=1.[O:25]=[C:26]1[NH:30][C@H:29]([CH2:31][O:32][C:33](=[O:40])[C:34]2[CH:39]=[CH:38][CH:37]=[CH:36][CH:35]=2)[CH2:28][O:27]1, predict the reaction product. The product is: [C:33]([O:32][CH2:31][C@@H:29]1[CH2:28][O:27][C:26](=[O:25])[N:30]1[C:2]1[CH:7]=[CH:6][C:5]([C:8]([N:10]2[CH2:15][CH2:14][N:13]([C:16]3[C:21]([CH3:22])=[CH:20][C:19]([CH3:23])=[C:18]([CH3:24])[N:17]=3)[CH2:12][CH2:11]2)=[O:9])=[CH:4][CH:3]=1)(=[O:40])[C:34]1[CH:35]=[CH:36][CH:37]=[CH:38][CH:39]=1. (2) Given the reactants [CH3:1][S-:2].[Na+].[Br:4][C:5]1[CH:6]=[C:7]([S:11]([C:14]2[CH:15]=[C:16]([C:22]#[N:23])[S:17][C:18]=2[N+]([O-])=O)(=[O:13])=[O:12])[CH:8]=[CH:9][CH:10]=1.C(O)(=O)C, predict the reaction product. The product is: [Br:4][C:5]1[CH:6]=[C:7]([S:11]([C:14]2[CH:15]=[C:16]([C:22]#[N:23])[S:17][C:18]=2[S:2][CH3:1])(=[O:13])=[O:12])[CH:8]=[CH:9][CH:10]=1.